Predict the product of the given reaction. From a dataset of Forward reaction prediction with 1.9M reactions from USPTO patents (1976-2016). Given the reactants C(OC(=O)[NH:10][CH2:11][CH:12]1[CH2:16][C:15]2[C:17]([C:21]3[CH:26]=[CH:25][CH:24]=[CH:23][CH:22]=3)=[CH:18][CH:19]=[CH:20][C:14]=2[O:13]1)C1C=CC=CC=1.Br, predict the reaction product. The product is: [C:21]1([C:17]2[C:15]3[CH2:16][CH:12]([CH2:11][NH2:10])[O:13][C:14]=3[CH:20]=[CH:19][CH:18]=2)[CH:22]=[CH:23][CH:24]=[CH:25][CH:26]=1.